Dataset: Full USPTO retrosynthesis dataset with 1.9M reactions from patents (1976-2016). Task: Predict the reactants needed to synthesize the given product. Given the product [F:1][C:2]1[CH:3]=[CH:4][C:5]([CH2:6][N:7]2[CH2:8][CH:9]3[N:14]([C:25](=[O:26])[CH2:27][O:28][C:29](=[O:31])[CH3:30])[CH:12]([CH2:11][CH2:10]3)[CH2:13]2)=[CH:15][CH:16]=1, predict the reactants needed to synthesize it. The reactants are: [F:1][C:2]1[CH:16]=[CH:15][C:5]([CH2:6][N:7]2[CH2:13][CH:12]3[NH:14][CH:9]([CH2:10][CH2:11]3)[CH2:8]2)=[CH:4][CH:3]=1.C(N(CC)CC)C.Cl[C:25]([CH2:27][O:28][C:29](=[O:31])[CH3:30])=[O:26].